From a dataset of Catalyst prediction with 721,799 reactions and 888 catalyst types from USPTO. Predict which catalyst facilitates the given reaction. (1) Reactant: [N:1]1[C:10]2[C:9](=O)[CH2:8][CH2:7][CH2:6][C:5]=2[CH:4]=[CH:3][CH:2]=1.[C:12]([O:16][C:17]([N:19]1[CH2:24][CH2:23][CH:22]([NH2:25])[CH2:21][CH2:20]1)=[O:18])([CH3:15])([CH3:14])[CH3:13].[BH-](OC(C)=O)(OC(C)=O)OC(C)=O.[Na+]. Product: [C:12]([O:16][C:17]([N:19]1[CH2:24][CH2:23][CH:22]([NH:25][CH:9]2[C:10]3[N:1]=[CH:2][CH:3]=[CH:4][C:5]=3[CH2:6][CH2:7][CH2:8]2)[CH2:21][CH2:20]1)=[O:18])([CH3:15])([CH3:13])[CH3:14]. The catalyst class is: 2. (2) Reactant: CS(O[CH2:6][C:7]1[O:11][N:10]=[C:9]([CH3:12])[CH:8]=1)(=O)=O.[C-:13]#[N:14].[K+]. Product: [CH3:12][C:9]1[CH:8]=[C:7]([CH2:6][C:13]#[N:14])[O:11][N:10]=1. The catalyst class is: 3. (3) The catalyst class is: 2. Reactant: [CH2:1]([NH2:4])[CH2:2][NH2:3].[CH3:5][C:6]([O:9][C:10](O[C:10]([O:9][C:6]([CH3:8])([CH3:7])[CH3:5])=[O:11])=[O:11])([CH3:8])[CH3:7].C([O-])(O)=O.[Na+]. Product: [C:6]([O:9][C:10](=[O:11])[NH:3][CH2:2][CH2:1][NH2:4])([CH3:8])([CH3:7])[CH3:5]. (4) Reactant: [Cl:1][C:2]1[CH:31]=[C:30]([Cl:32])[CH:29]=[CH:28][C:3]=1[CH2:4][N:5]1[CH2:9][C@H:8]([C:10]2[CH:14]=[CH:13][S:12][CH:11]=2)[C@@H:7]([CH2:15][N:16]2[CH2:21][CH2:20][CH:19]([CH2:22][O:23][CH2:24][CH2:25][CH2:26][NH2:27])[CH2:18][CH2:17]2)[CH2:6]1.[CH3:33][S:34](Cl)(=[O:36])=[O:35].C(N(C(C)C)CC)(C)C. Product: [Cl:1][C:2]1[CH:31]=[C:30]([Cl:32])[CH:29]=[CH:28][C:3]=1[CH2:4][N:5]1[CH2:9][C@H:8]([C:10]2[CH:14]=[CH:13][S:12][CH:11]=2)[C@@H:7]([CH2:15][N:16]2[CH2:21][CH2:20][CH:19]([CH2:22][O:23][CH2:24][CH2:25][CH2:26][NH:27][S:34]([CH3:33])(=[O:36])=[O:35])[CH2:18][CH2:17]2)[CH2:6]1. The catalyst class is: 2. (5) Reactant: [C@@H:1]1([C:7]([OH:9])=[O:8])[CH2:6][CH2:5][CH:4]=[CH:3][CH2:2]1.[H-].[Na+].C(O)(=O)CC(CC(O)=O)(C(O)=O)O. Product: [CH:1]1([C:7]([OH:9])=[O:8])[CH2:6][CH2:5][CH:4]=[CH:3][CH2:2]1. The catalyst class is: 9. (6) The catalyst class is: 493. Product: [CH3:78][O:79][C:80](=[O:89])[CH2:81][C:82]1[CH:83]=[C:84]([C:46]2[CH:47]=[CH:48][C:43]([C:40]([CH2:41][CH3:42])([C:59]3[CH:64]=[CH:63][C:62](/[CH:65]=[CH:66]/[C:67]([OH:72])([C:73]([F:75])([F:76])[F:74])[C:68]([F:71])([F:70])[F:69])=[C:61]([CH3:77])[CH:60]=3)[CH2:38][CH3:39])=[CH:44][C:45]=2[CH3:58])[CH:85]=[CH:86][CH:87]=1. Reactant: C1(P(C2CCCCC2)C2C=CC=CC=2C2C(OC)=CC=CC=2OC)CCCCC1.P([O-])([O-])([O-])=O.[K+].[K+].[K+].[CH2:38]([C:40]([C:59]1[CH:64]=[CH:63][C:62](/[CH:65]=[CH:66]/[C:67]([C:73]([F:76])([F:75])[F:74])([OH:72])[C:68]([F:71])([F:70])[F:69])=[C:61]([CH3:77])[CH:60]=1)([C:43]1[CH:48]=[CH:47][C:46](B2OC(C)(C)C(C)(C)O2)=[C:45]([CH3:58])[CH:44]=1)[CH2:41][CH3:42])[CH3:39].[CH3:78][O:79][C:80](=[O:89])[CH2:81][C:82]1[CH:87]=[CH:86][CH:85]=[C:84](Br)[CH:83]=1. (7) Reactant: C(O[C:4]([CH:6]1[CH2:11][CH2:10][N:9]([C:12]([O:14][C:15]([CH3:18])([CH3:17])[CH3:16])=[O:13])[CH2:8][CH2:7]1)=[O:5])C.[C:19]([O:22][CH2:23][CH3:24])(=[O:21])[CH3:20].CC(C)([O-])C.[K+].O. Product: [C:15]([O:14][C:12]([N:9]1[CH2:8][CH2:7][CH:6]([C:4](=[O:5])[CH2:20][C:19]([O:22][CH2:23][CH3:24])=[O:21])[CH2:11][CH2:10]1)=[O:13])([CH3:16])([CH3:17])[CH3:18]. The catalyst class is: 3. (8) Reactant: [C:1]([O:5][C:6](=[O:31])[CH2:7][N:8]1[C:12]2[CH:13]=[CH:14][C:15]([NH:17][S:18]([C:21]3[CH:26]=[CH:25][C:24]([F:27])=[CH:23][CH:22]=3)(=[O:20])=[O:19])=[CH:16][C:11]=2[N:10]=[C:9]1[CH2:28][CH2:29][CH3:30])([CH3:4])([CH3:3])[CH3:2].C([O-])([O-])=O.[K+].[K+].[CH2:38]([O:40][C:41](=[O:44])[CH2:42]Br)[CH3:39]. Product: [C:1]([O:5][C:6](=[O:31])[CH2:7][N:8]1[C:12]2[CH:13]=[CH:14][C:15]([N:17]([CH2:42][C:41]([O:40][CH2:38][CH3:39])=[O:44])[S:18]([C:21]3[CH:22]=[CH:23][C:24]([F:27])=[CH:25][CH:26]=3)(=[O:19])=[O:20])=[CH:16][C:11]=2[N:10]=[C:9]1[CH2:28][CH2:29][CH3:30])([CH3:4])([CH3:3])[CH3:2]. The catalyst class is: 3. (9) Reactant: [N:1]1([CH2:7][C:8]2[CH:9]=[CH:10][C:11]([C:15]3[C:23]4[C:18](=[CH:19][CH:20]=[C:21]([C:24]5[CH:25]=[N:26][CH:27]=[CH:28][CH:29]=5)[CH:22]=4)[NH:17][C:16]=3[OH:30])=[N+:12]([O-])[CH:13]=2)[CH2:6][CH2:5][O:4][CH2:3][CH2:2]1.P(Cl)(Cl)Cl. Product: [N:1]1([CH2:7][C:8]2[CH:9]=[CH:10][C:11]([C:15]3[C:23]4[C:18](=[CH:19][CH:20]=[C:21]([C:24]5[CH:25]=[N:26][CH:27]=[CH:28][CH:29]=5)[CH:22]=4)[NH:17][C:16]=3[OH:30])=[N:12][CH:13]=2)[CH2:6][CH2:5][O:4][CH2:3][CH2:2]1. The catalyst class is: 13. (10) Reactant: [CH3:1][N:2]1[CH2:7][CH2:6][CH:5]([CH2:8][N:9]2[CH2:14][CH2:13][NH:12][CH2:11][CH2:10]2)[CH2:4][CH2:3]1.Br[CH2:16][C:17]([N:19]([C:26]1[CH:31]=[CH:30][CH:29]=[CH:28][CH:27]=1)[C:20]1[CH:25]=[CH:24][CH:23]=[CH:22][CH:21]=1)=[O:18].C([O-])(O)=O.[Na+]. Product: [CH3:1][N:2]1[CH2:7][CH2:6][CH:5]([CH2:8][N:9]2[CH2:14][CH2:13][N:12]([CH2:16][C:17]([N:19]([C:26]3[CH:31]=[CH:30][CH:29]=[CH:28][CH:27]=3)[C:20]3[CH:25]=[CH:24][CH:23]=[CH:22][CH:21]=3)=[O:18])[CH2:11][CH2:10]2)[CH2:4][CH2:3]1. The catalyst class is: 23.